This data is from Forward reaction prediction with 1.9M reactions from USPTO patents (1976-2016). The task is: Predict the product of the given reaction. (1) Given the reactants [O:1]1[CH2:6][CH2:5][C:4](=[C:7]([C:10]2[CH:11]=[N:12][C:13]([C:16]([F:19])([F:18])[F:17])=[CH:14][CH:15]=2)[C:8]#[N:9])[CH2:3][CH2:2]1.N, predict the reaction product. The product is: [O:1]1[CH2:2][CH2:3][CH:4]([CH:7]([C:10]2[CH:11]=[N:12][C:13]([C:16]([F:19])([F:17])[F:18])=[CH:14][CH:15]=2)[CH2:8][NH2:9])[CH2:5][CH2:6]1. (2) The product is: [CH3:1][O:2][CH2:3][C:4]([O:10][Si:19]([CH3:21])([CH3:20])[CH3:18])=[CH:5][C:6]([O:8][CH3:9])=[O:7]. Given the reactants [CH3:1][O:2][CH2:3][C:4](=[O:10])[CH2:5][C:6]([O:8][CH3:9])=[O:7].C(N(CC)CC)C.[CH3:18][Si:19](Cl)([CH3:21])[CH3:20], predict the reaction product. (3) Given the reactants [F:1][C:2]([F:12])([F:11])[CH:3]([OH:10])[CH2:4][C:5](OCC)=[O:6].[NH4+:13], predict the reaction product. The product is: [F:1][C:2]([F:12])([F:11])[CH:3]([OH:10])[CH2:4][C:5]([NH2:13])=[O:6]. (4) Given the reactants [NH2:1][CH2:2][C:3]1[N:4]=[N:5][N:6]([CH2:8][C@@H:9]2[C@H:12]([NH:13][C:14](=[O:30])/[C:15](=[N:22]\[O:23][C:24]3([C:27]([OH:29])=[O:28])[CH2:26][CH2:25]3)/[C:16]3[N:17]=[C:18]([NH2:21])[S:19][CH:20]=3)[C:11](=[O:31])[N:10]2[S:32]([OH:35])(=[O:34])=[O:33])[CH:7]=1.Cl.[N:37]1([C:42](N)=[NH:43])C=CC=N1.CCN(C(C)C)C(C)C, predict the reaction product. The product is: [NH2:21][C:18]1[S:19][CH:20]=[C:16](/[C:15](=[N:22]/[O:23][C:24]2([C:27]([OH:29])=[O:28])[CH2:26][CH2:25]2)/[C:14]([NH:13][C@@H:12]2[C:11](=[O:31])[N:10]([S:32]([OH:35])(=[O:34])=[O:33])[C@@H:9]2[CH2:8][N:6]2[CH:7]=[C:3]([CH2:2][NH:1][C:42]([NH2:43])=[NH:37])[N:4]=[N:5]2)=[O:30])[N:17]=1. (5) Given the reactants [N+](C[C:5]1([CH:12]=[CH2:13])[CH2:11][O:10][CH2:9][CH2:8][O:7][CH2:6]1)([O-])=O.C(O)(=[O:16])C.N([O-])=O.[Na+].Cl.CN(C)[CH:25]=[O:26], predict the reaction product. The product is: [CH:12]([C:5]1([C:25]([OH:26])=[O:16])[CH2:11][O:10][CH2:9][CH2:8][O:7][CH2:6]1)=[CH2:13]. (6) Given the reactants [F:1][C:2]([F:19])([F:18])[C:3](=O)[CH:4]=[CH:5][C:6](=[CH:11][N:12]1CCCC1)[CH:7]([S:9][CH3:10])[CH3:8].C(N(CC)CC)C.Cl.N[OH:29], predict the reaction product. The product is: [CH3:10][S:9][CH:7]([C:6]1[CH:5]=[CH:4][C:3]([C:2]([F:19])([F:18])[F:1])=[N+:12]([O-:29])[CH:11]=1)[CH3:8]. (7) The product is: [CH2:45]([O:47][C:48]1[CH:56]=[CH:55][C:54]([CH3:57])=[CH:53][C:49]=1[C:50]([NH:42][C@H:38]1[CH2:39][CH2:40][CH2:41][C@@H:37]1[NH:36][C:33]1[CH:32]=[N:31][C:30]([C:29]([F:28])([F:43])[F:44])=[CH:35][N:34]=1)=[O:51])[CH3:46]. Given the reactants BrC1C(C(N[C@H]2CCC[C@@H]2NC2C=NC(C(F)(F)F)=CN=2)=O)=NC=CC=1.Cl.[F:28][C:29]([F:44])([F:43])[C:30]1[N:31]=[CH:32][C:33]([NH:36][C@H:37]2[CH2:41][CH2:40][CH2:39][C@@H:38]2[NH2:42])=[N:34][CH:35]=1.[CH2:45]([O:47][C:48]1[CH:56]=[CH:55][C:54]([CH3:57])=[CH:53][C:49]=1[C:50](O)=[O:51])[CH3:46], predict the reaction product.